Dataset: Forward reaction prediction with 1.9M reactions from USPTO patents (1976-2016). Task: Predict the product of the given reaction. (1) Given the reactants [H-].[Na+].[Cl:3][C:4]1[CH:9]=[CH:8][C:7]([S:10]([NH:13][CH3:14])(=[O:12])=[O:11])=[CH:6][CH:5]=1.Br[CH2:16][C:17]1[C:18]([Cl:26])=[C:19]([C:22]([O:24][CH3:25])=[O:23])[S:20][CH:21]=1.S([O-])(O)(=O)=O.[K+], predict the reaction product. The product is: [Cl:26][C:18]1[C:17]([CH2:16][N:13]([S:10]([C:7]2[CH:8]=[CH:9][C:4]([Cl:3])=[CH:5][CH:6]=2)(=[O:12])=[O:11])[CH3:14])=[CH:21][S:20][C:19]=1[C:22]([O:24][CH3:25])=[O:23]. (2) Given the reactants [C:1]1([S:7]([N:10]2[C:18]3[C:13](=[CH:14][C:15]([C:19]#[C:20][C:21]4[CH:26]=[CH:25][CH:24]=[CH:23][CH:22]=4)=[CH:16][CH:17]=3)[C:12]3[CH:27]=[C:28]([Cl:31])[CH:29]=[N:30][C:11]2=3)(=[O:9])=[O:8])[CH:6]=[CH:5][CH:4]=[CH:3][CH:2]=1, predict the reaction product. The product is: [C:1]1([S:7]([N:10]2[C:18]3[C:13](=[CH:14][C:15]([CH2:19][CH2:20][C:21]4[CH:26]=[CH:25][CH:24]=[CH:23][CH:22]=4)=[CH:16][CH:17]=3)[C:12]3[CH:27]=[C:28]([Cl:31])[CH:29]=[N:30][C:11]2=3)(=[O:8])=[O:9])[CH:2]=[CH:3][CH:4]=[CH:5][CH:6]=1. (3) Given the reactants [F:1][C:2]1[CH:32]=[CH:31][C:5]([CH2:6][N:7]2[C:15]3[C:10](=[CH:11][CH:12]=[CH:13][CH:14]=3)[C:9]3[C:16]([C:24]4[CH:29]=[CH:28][C:27]([CH3:30])=[CH:26][CH:25]=4)=[C:17]([CH2:22]O)[N:18]([CH3:21])[C:19](=[O:20])[C:8]2=3)=[CH:4][CH:3]=1.S(Br)(Br)=O.[C-:37]#[N:38].[K+], predict the reaction product. The product is: [F:1][C:2]1[CH:32]=[CH:31][C:5]([CH2:6][N:7]2[C:15]3[C:10](=[CH:11][CH:12]=[CH:13][CH:14]=3)[C:9]3[C:16]([C:24]4[CH:25]=[CH:26][C:27]([CH3:30])=[CH:28][CH:29]=4)=[C:17]([CH2:22][C:37]#[N:38])[N:18]([CH3:21])[C:19](=[O:20])[C:8]2=3)=[CH:4][CH:3]=1. (4) Given the reactants [BH4-].[Na+].[C:3]([C:6]1[N:7]([C:17]2[N:18]=[CH:19][N:20]=[C:21]([NH2:24])[C:22]=2[N:23]=1)[C@@H:8]1[O:16][C@H:13]([CH2:14][OH:15])[C@@H:11]([OH:12])[C@H:9]1[OH:10])(=[O:5])[CH3:4].Cl, predict the reaction product. The product is: [OH:5][CH:3]([C:6]1[N:7]([C:17]2[N:18]=[CH:19][N:20]=[C:21]([NH2:24])[C:22]=2[N:23]=1)[C@@H:8]1[O:16][C@H:13]([CH2:14][OH:15])[C@@H:11]([OH:12])[C@H:9]1[OH:10])[CH3:4].